Dataset: Reaction yield outcomes from USPTO patents with 853,638 reactions. Task: Predict the reaction yield, written as a fraction of the theoretical maximum amount of product (1.0 means a 100% yield; for example, 0.34 means a 34% yield). (1) The reactants are [CH2:1]([O:8][C:9]([N:11]1[CH2:16][CH2:15][CH:14]([CH2:17][NH:18][C:19]2[CH:23]=[C:22]([C:24]3[CH:29]=[CH:28][CH:27]=[CH:26][CH:25]=3)[S:21][C:20]=2[C:30]([O:32][CH3:33])=[O:31])[CH2:13][CH2:12]1)=[O:10])[C:2]1[CH:7]=[CH:6][CH:5]=[CH:4][CH:3]=1.[Cl:34][C:35]1[CH:43]=[C:42]([Cl:44])[CH:41]=[CH:40][C:36]=1[C:37](Cl)=[O:38]. The catalyst is ClCCCl.CCOC(C)=O. The product is [CH2:1]([O:8][C:9]([N:11]1[CH2:12][CH2:13][CH:14]([CH2:17][N:18]([C:37](=[O:38])[C:36]2[CH:40]=[CH:41][C:42]([Cl:44])=[CH:43][C:35]=2[Cl:34])[C:19]2[CH:23]=[C:22]([C:24]3[CH:29]=[CH:28][CH:27]=[CH:26][CH:25]=3)[S:21][C:20]=2[C:30]([O:32][CH3:33])=[O:31])[CH2:15][CH2:16]1)=[O:10])[C:2]1[CH:7]=[CH:6][CH:5]=[CH:4][CH:3]=1. The yield is 0.850. (2) The reactants are [F:1][C:2]1[C:3]([CH2:24][N:25](C)[C:26](=O)OC(C)(C)C)=[CH:4][N:5]([S:14]([C:17]2[CH:22]=[CH:21][C:20]([F:23])=[CH:19][N:18]=2)(=[O:16])=[O:15])[C:6]=1[C:7]1[C:8]([F:13])=[N:9][CH:10]=[CH:11][CH:12]=1.C(OCC)(=O)C.[ClH:40]. The catalyst is C(OCC)(=O)C.CC(O)C. The product is [ClH:40].[F:1][C:2]1[C:3]([CH2:24][NH:25][CH3:26])=[CH:4][N:5]([S:14]([C:17]2[CH:22]=[CH:21][C:20]([F:23])=[CH:19][N:18]=2)(=[O:15])=[O:16])[C:6]=1[C:7]1[C:8]([F:13])=[N:9][CH:10]=[CH:11][CH:12]=1. The yield is 0.510. (3) The reactants are [C:1]([O:5][C:6]([N:8]([C:18]([O:20][C:21]([CH3:24])([CH3:23])[CH3:22])=[O:19])[C:9]1[CH:14]=[C:13](Cl)[N:12]=[C:11]([S:16][CH3:17])[N:10]=1)=[O:7])([CH3:4])([CH3:3])[CH3:2].[CH3:25][C:26]1[C:30](B2OC(C)(C)C(C)(C)O2)=[C:29]([CH3:40])[O:28][N:27]=1.C(=O)([O-])[O-].[Na+].[Na+]. The catalyst is O1CCOCC1.C1(P(C2C=CC=CC=2)[C-]2C=CC=C2)C=CC=CC=1.[C-]1(P(C2C=CC=CC=2)C2C=CC=CC=2)C=CC=C1.[Fe+2]. The product is [C:1]([O:5][C:6]([N:8]([C:18]([O:20][C:21]([CH3:24])([CH3:23])[CH3:22])=[O:19])[C:9]1[CH:14]=[C:13]([C:30]2[C:26]([CH3:25])=[N:27][O:28][C:29]=2[CH3:40])[N:12]=[C:11]([S:16][CH3:17])[N:10]=1)=[O:7])([CH3:4])([CH3:3])[CH3:2]. The yield is 0.500. (4) The reactants are S(Cl)(Cl)=O.[Br:5][CH2:6][C@@:7]([OH:12])([CH3:11])[C:8](O)=[O:9].CCN(CC)CC.[NH2:20][C:21]1[CH:22]=[CH:23][C:24]([C:31]#[N:32])=[C:25]([C:27]([F:30])([F:29])[F:28])[CH:26]=1. The catalyst is C1COCC1.O. The product is [Br:5][CH2:6][C@@:7]([OH:12])([CH3:11])[C:8]([NH:20][C:21]1[CH:22]=[CH:23][C:24]([C:31]#[N:32])=[C:25]([C:27]([F:28])([F:29])[F:30])[CH:26]=1)=[O:9]. The yield is 0.739. (5) The reactants are O[C:2]1[C:7]([C:8]([O:10][CH2:11][CH3:12])=[O:9])=[CH:6][N:5]=[CH:4][N:3]=1.C(N(C(C)C)CC)(C)C.P(Cl)(Cl)([Cl:24])=O.[OH-].[Na+]. The catalyst is C1(C)C=CC=CC=1.O. The product is [Cl:24][C:2]1[C:7]([C:8]([O:10][CH2:11][CH3:12])=[O:9])=[CH:6][N:5]=[CH:4][N:3]=1. The yield is 0.770. (6) The reactants are [OH:1][C:2]1[CH:34]=[CH:33][C:5]([O:6][CH2:7][CH2:8][N:9]([CH2:23][CH2:24][O:25][C:26]2[CH:31]=[CH:30][C:29]([OH:32])=[CH:28][CH:27]=2)[C:10]2[CH:15]=[CH:14][C:13]([CH2:16][CH2:17][CH2:18][C:19]([O:21]C)=[O:20])=[CH:12][CH:11]=2)=[CH:4][CH:3]=1. The catalyst is Cl. The product is [OH:1][C:2]1[CH:3]=[CH:4][C:5]([O:6][CH2:7][CH2:8][N:9]([CH2:23][CH2:24][O:25][C:26]2[CH:27]=[CH:28][C:29]([OH:32])=[CH:30][CH:31]=2)[C:10]2[CH:11]=[CH:12][C:13]([CH2:16][CH2:17][CH2:18][C:19]([OH:21])=[O:20])=[CH:14][CH:15]=2)=[CH:33][CH:34]=1. The yield is 0.850. (7) The reactants are [CH3:1][O:2][C:3]([N:5]1[CH2:10][CH2:9][CH:8]([CH2:11][OH:12])[CH2:7][CH2:6]1)=[O:4].C(=O)(O)[O-].[Na+].[Br-].[Na+].Cl[O-].[Na+]. The catalyst is ClCCl.O. The product is [CH3:1][O:2][C:3]([N:5]1[CH2:6][CH2:7][CH:8]([CH:11]=[O:12])[CH2:9][CH2:10]1)=[O:4]. The yield is 0.900. (8) The catalyst is C1COCC1. The reactants are [OH:1][C:2]1[C:7]2[C@@:8]3([OH:45])[C@@:21]([O:25][CH3:26])([C@H:22]([OH:24])[CH2:23][C:6]=2[CH:5]=[C:4]([CH3:46])[C:3]=1[C:47]([O:49][CH3:50])=[O:48])[C:20](=[O:27])[C:19]1[C:10](=[CH:11][C:12]2[C:13](=[O:43])[C:14]([NH:30][C@@H:31]4[C@H:36]([O:37][CH3:38])[C@H:35]([OH:39])[C@@H:34]([O:40][CH3:41])[C@H:33]([CH3:42])[O:32]4)=[CH:15][C:16](=[NH:29])[C:17]=2[C:18]=1[OH:28])[C:9]3=[O:44].[Br-].[CH2:52]([O:54][C:55](=[O:59])[CH2:56][CH2:57][Zn+])[CH3:53]. The product is [CH2:52]([O:54][C:55](=[O:59])[CH2:56][CH2:57][C:13]1([OH:43])[C:12]2[CH:11]=[C:10]3[C:19]([C:20](=[O:27])[C@@:21]4([O:25][CH3:26])[C@@:8]([OH:45])([C:9]3=[O:44])[C:7]3[C:2]([OH:1])=[C:3]([C:47]([O:49][CH3:50])=[O:48])[C:4]([CH3:46])=[CH:5][C:6]=3[CH2:23][C@H:22]4[OH:24])=[C:18]([OH:28])[C:17]=2[C:16](=[NH:29])[CH:15]=[C:14]1[NH:30][C@@H:31]1[C@H:36]([O:37][CH3:38])[C@H:35]([OH:39])[C@@H:34]([O:40][CH3:41])[C@H:33]([CH3:42])[O:32]1)[CH3:53]. The yield is 0.120. (9) The reactants are [Cl:1][C:2]1[CH:7]=[CH:6][C:5]([C:8]2([OH:40])[CH2:13][CH2:12][N:11]([CH2:14][CH2:15][CH:16]=[C:17]3[C:27]4[C:22](=[N:23][CH:24]=[CH:25][CH:26]=4)[O:21][C:20]4[CH:28]=[CH:29][CH:30]=[C:31](OS(C(F)(F)F)(=O)=O)[C:19]=4[CH2:18]3)[CH2:10][CH2:9]2)=[CH:4][CH:3]=1.C1(P(C2C=CC=CC=2)CCCP(C2C=CC=CC=2)C2C=CC=CC=2)C=CC=CC=1.C(N(CC)CC)C.[CH2:77]([OH:79])[CH3:78].CN([CH:83]=[O:84])C. The catalyst is C([O-])(=O)C.[Pd+2].C([O-])(=O)C. The product is [Cl:1][C:2]1[CH:7]=[CH:6][C:5]([C:8]2([OH:40])[CH2:13][CH2:12][N:11]([CH2:14][CH2:15][CH:16]=[C:17]3[C:27]4[C:22](=[N:23][CH:24]=[CH:25][CH:26]=4)[O:21][C:20]4[CH:28]=[CH:29][CH:30]=[C:31]([C:83]([O:79][CH2:77][CH3:78])=[O:84])[C:19]=4[CH2:18]3)[CH2:10][CH2:9]2)=[CH:4][CH:3]=1. The yield is 0.730. (10) The reactants are [Cl:1][C:2]1[N:7]=[C:6]([NH:8]C(=O)C(C)(C)C)[CH:5]=[CH:4][C:3]=1[CH3:15].C([O-])(O)=O.[Na+]. The catalyst is Cl. The product is [Cl:1][C:2]1[N:7]=[C:6]([NH2:8])[CH:5]=[CH:4][C:3]=1[CH3:15]. The yield is 0.360.